This data is from Reaction yield outcomes from USPTO patents with 853,638 reactions. The task is: Predict the reaction yield, written as a fraction of the theoretical maximum amount of product (1.0 means a 100% yield; for example, 0.34 means a 34% yield). (1) The reactants are [OH:1][N:2]1[C:7]([CH3:9])([CH3:8])[CH2:6][CH:5]([O:10][C:11](=[O:18])[C:12]2[CH:17]=[CH:16][CH:15]=[CH:14][CH:13]=2)[CH2:4][C:3]1([CH3:20])[CH3:19].[C:21](O)(=O)[CH3:22].OO.S([O-])([O-])=O.[Na+].[Na+].S(=O)(=O)(O)O. The catalyst is [Zn].N1C=CC=CC=1.O.C1CCCCC1. The product is [CH:22]1([O:1][N:2]2[C:7]([CH3:9])([CH3:8])[CH2:6][CH:5]([O:10][C:11](=[O:18])[C:12]3[CH:17]=[CH:16][CH:15]=[CH:14][CH:13]=3)[CH2:4][C:3]2([CH3:20])[CH3:19])[CH2:21][CH2:5][CH2:4][CH2:3][CH2:19]1. The yield is 0.530. (2) The product is [CH3:29][C:19]1[CH:24]=[CH:23][C:22]([S:25]([O:12][CH2:11][CH:8]2[CH2:7][C:6]3[CH:5]=[C:4]([C:13]4[CH:18]=[CH:17][CH:16]=[CH:15][CH:14]=4)[CH:3]=[C:2]([Br:1])[C:10]=3[O:9]2)(=[O:27])=[O:26])=[CH:21][CH:20]=1. No catalyst specified. The yield is 0.790. The reactants are [Br:1][C:2]1[C:10]2[O:9][CH:8]([CH2:11][OH:12])[CH2:7][C:6]=2[CH:5]=[C:4]([C:13]2[CH:18]=[CH:17][CH:16]=[CH:15][CH:14]=2)[CH:3]=1.[C:19]1([CH3:29])[CH:24]=[CH:23][C:22]([S:25](Cl)(=[O:27])=[O:26])=[CH:21][CH:20]=1. (3) The reactants are Br[C:2]1[CH:3]=[C:4]2[C:10]([C:11]3[CH:16]=[CH:15][CH:14]=[CH:13][C:12]=3[O:17][CH3:18])=[CH:9][NH:8][C:5]2=[N:6][CH:7]=1.C([N:26]1[CH:30]=[CH:29][CH:28]=[C:27]1B(O)O)(OC(C)(C)C)=O.C(=O)([O-])[O-].[Na+].[Na+]. The catalyst is C1C=CC([PH+]([C]2[CH][CH][CH][CH]2)C2C=CC=CC=2)=CC=1.C1C=CC([PH+]([C]2[CH][CH][CH][CH]2)C2C=CC=CC=2)=CC=1.C(Cl)Cl.Cl[Pd]Cl.[Fe].C(#N)C. The product is [CH3:18][O:17][C:12]1[CH:13]=[CH:14][CH:15]=[CH:16][C:11]=1[C:10]1[C:4]2[C:5](=[N:6][CH:7]=[C:2]([C:27]3[NH:26][CH:30]=[CH:29][CH:28]=3)[CH:3]=2)[NH:8][CH:9]=1. The yield is 0.300. (4) The reactants are CON(C)[C:4](=[O:12])[C:5]1[C:6](=[CH:8][CH:9]=[CH:10][CH:11]=1)[NH2:7].[C:14]1(Br)[C:23]2[C:18](=[CH:19][CH:20]=[CH:21][CH:22]=2)[CH:17]=[CH:16][CH:15]=1.[CH3:25][CH2:26][CH2:27][CH2:28][CH2:29][CH3:30].C([Li])CCC.Cl. The catalyst is C1COCC1. The product is [C:14]1([C:27]2([C:4](=[O:12])[C:5]3[CH:11]=[CH:10][CH:9]=[CH:8][C:6]=3[NH2:7])[CH:26]=[CH:25][CH:30]=[CH:29][CH2:28]2)[C:23]2[C:18](=[CH:19][CH:20]=[CH:21][CH:22]=2)[CH:17]=[CH:16][CH:15]=1. The yield is 0.180. (5) The reactants are Cl[C:2]1[CH:7]=[CH:6][C:5]([CH3:8])=[CH:4][C:3]=1[N+:9]([O-:11])=[O:10].[CH3:12][C:13]1[O:14][C:15]([CH3:19])=[CH:16][C:17]=1[SH:18].C([O-])([O-])=O.[K+].[K+]. The catalyst is CN(C=O)C.O. The product is [CH3:12][C:13]1[O:14][C:15]([CH3:19])=[CH:16][C:17]=1[S:18][C:2]1[CH:7]=[CH:6][C:5]([CH3:8])=[CH:4][C:3]=1[N+:9]([O-:11])=[O:10]. The yield is 0.850. (6) The reactants are Cl[CH2:2][C:3]([C:5]1[C:10]([F:11])=[CH:9][C:8]([F:12])=[CH:7][C:6]=1[F:13])=O.[NH2:14][C:15]([NH2:17])=[S:16]. The catalyst is CCO. The product is [F:13][C:6]1[CH:7]=[C:8]([F:12])[CH:9]=[C:10]([F:11])[C:5]=1[C:3]1[N:14]=[C:15]([NH2:17])[S:16][CH:2]=1. The yield is 0.970. (7) The product is [N:19]12[CH2:26][CH2:25][CH:22]([CH2:23][CH2:24]1)[C@@H:21]([O:10][C:9](=[O:11])[CH:8]([C:6]1[S:7][C:3]([CH3:2])=[CH:4][CH:5]=1)[NH:12][C:13]1[CH:18]=[CH:17][CH:16]=[CH:15][CH:14]=1)[CH2:20]2. The catalyst is C1COCC1. The reactants are Cl.[CH3:2][C:3]1[S:7][C:6]([CH:8]([NH:12][C:13]2[CH:18]=[CH:17][CH:16]=[CH:15][CH:14]=2)[C:9]([OH:11])=[O:10])=[CH:5][CH:4]=1.[N:19]12[CH2:26][CH2:25][CH:22]([CH2:23][CH2:24]1)[C@@H:21](O)[CH2:20]2.N1(O)C2C=CC=CC=2N=N1.C1CCC(N=C=NC2CCCCC2)CC1. The yield is 0.630. (8) The reactants are [OH:1][C@@H:2]1[CH2:26][CH2:25][C@@:24]2([CH3:27])[C@H:4]([CH2:5][CH2:6][C@@H:7]3[C:23]2=[CH:22][C:21](=[O:28])[C@@:20]2([CH3:29])[C@H:8]3[CH2:9][CH2:10][C@@H:11]2[C@H:12]([CH3:19])[CH2:13][CH2:14][C:15]([O:17][CH3:18])=[O:16])[CH2:3]1.[CH3:30][CH2:31][O:32]C(C)=O. The product is [C:31]([O:1][C@@H:2]1[CH2:26][CH2:25][C@@:24]2([CH3:27])[C@H:4]([CH2:5][CH2:6][C@@H:7]3[C@@H:23]2[CH2:22][C:21](=[O:28])[C@@:20]2([CH3:29])[C@H:8]3[CH2:9][CH2:10][C@@H:11]2[C@H:12]([CH3:19])[CH2:13][CH2:14][C:15]([O:17][CH3:18])=[O:16])[CH2:3]1)(=[O:32])[CH3:30]. The yield is 0.800. The catalyst is [Pd]. (9) The reactants are [Li+].[OH-].C([O:5][C:6]([C:8]1[C:9]([CH2:23][C:24]([CH3:27])([CH3:26])[CH3:25])=[N:10][C:11]2[C:16]([C:17]=1[CH3:18])=[CH:15][CH:14]=[C:13]([C:19]([F:22])([F:21])[F:20])[CH:12]=2)=[O:7])C. The catalyst is CO.O1CCOCC1. The product is [CH3:18][C:17]1[C:16]2[C:11](=[CH:12][C:13]([C:19]([F:20])([F:21])[F:22])=[CH:14][CH:15]=2)[N:10]=[C:9]([CH2:23][C:24]([CH3:27])([CH3:25])[CH3:26])[C:8]=1[C:6]([OH:7])=[O:5]. The yield is 0.820. (10) The yield is 0.670. No catalyst specified. The reactants are [CH2:1]([O:3][C:4](=[O:38])[C:5]1[CH:10]=[CH:9][C:8]([N:11]2[CH:15]=[C:14]([C:16]3[CH:21]=[CH:20][C:19]([Cl:22])=[CH:18][C:17]=3[Cl:23])[N:13]=[C:12]2[CH2:24][C:25]2[CH:30]=[CH:29][C:28]([C:31]3[CH:36]=[CH:35][C:34]([NH2:37])=[CH:33][CH:32]=3)=[CH:27][CH:26]=2)=[CH:7][CH:6]=1)[CH3:2].[CH:39]([S:42](Cl)(=[O:44])=[O:43])([CH3:41])[CH3:40]. The product is [CH2:1]([O:3][C:4](=[O:38])[C:5]1[CH:6]=[CH:7][C:8]([N:11]2[CH:15]=[C:14]([C:16]3[CH:21]=[CH:20][C:19]([Cl:22])=[CH:18][C:17]=3[Cl:23])[N:13]=[C:12]2[CH2:24][C:25]2[CH:30]=[CH:29][C:28]([C:31]3[CH:32]=[CH:33][C:34]([NH:37][S:42]([CH:39]([CH3:41])[CH3:40])(=[O:44])=[O:43])=[CH:35][CH:36]=3)=[CH:27][CH:26]=2)=[CH:9][CH:10]=1)[CH3:2].